Predict the reactants needed to synthesize the given product. From a dataset of Retrosynthesis with 50K atom-mapped reactions and 10 reaction types from USPTO. (1) Given the product O=Cc1cc2n(n1)-c1ccc(Cl)cc1C(c1ccccc1)NC2=O, predict the reactants needed to synthesize it. The reactants are: O=C1NC(c2ccccc2)c2cc(Cl)ccc2-n2nc(CO)cc21. (2) Given the product CC(C)CC(CCc1cccs1)OS(C)(=O)=O, predict the reactants needed to synthesize it. The reactants are: CC(C)CC(O)CCc1cccs1.CS(=O)(=O)Cl. (3) Given the product CCCCCCc1cc(OC2CCN(C(=O)OC(C)(C)C)CC2)c2ncccc2c1, predict the reactants needed to synthesize it. The reactants are: CC(C)(C)OC(=O)N1CCC(Oc2cc(Cl)cc3cccnc23)CC1.CCCCCC[Mg+]. (4) Given the product NCCn1cc([N+](=O)[O-])cn1, predict the reactants needed to synthesize it. The reactants are: CC(C)(C)OC(=O)NCCn1cc([N+](=O)[O-])cn1. (5) Given the product C=C(CC)CCC(C)=O, predict the reactants needed to synthesize it. The reactants are: C=C(CC)CCC(C)O. (6) Given the product COC(=O)c1ccc(C2(NC(=O)c3cc(Cl)cnc3N3CC(Oc4cccc(F)c4)C3)CC2)nc1, predict the reactants needed to synthesize it. The reactants are: COC(=O)c1ccc(C2(N)CC2)nc1.O=C(O)c1cc(Cl)cnc1N1CC(Oc2cccc(F)c2)C1. (7) Given the product NC(c1ccccc1)c1cccc(OCc2ccc(C(=O)OCCCC3OCCO3)cc2)c1, predict the reactants needed to synthesize it. The reactants are: CC(C)(C)OC(=O)NC(c1ccccc1)c1cccc(OCc2ccc(C(=O)OCCCC3OCCO3)cc2)c1.